Predict the reactants needed to synthesize the given product. From a dataset of Full USPTO retrosynthesis dataset with 1.9M reactions from patents (1976-2016). (1) Given the product [C:1]([C:3]([C:4]1[CH:11]=[CH:10][C:7]([C:8]#[N:9])=[CH:6][CH:5]=1)([CH2:12][CH3:13])[CH2:17][CH3:18])#[N:2], predict the reactants needed to synthesize it. The reactants are: [C:1]([CH2:3][C:4]1[CH:11]=[CH:10][C:7]([C:8]#[N:9])=[CH:6][CH:5]=1)#[N:2].[CH2:12](I)[CH3:13].[H-].[Na+].[CH3:17][CH2:18]OC(C)=O. (2) Given the product [CH3:1][N:2]1[CH:6]=[C:5]([C:7]2[N:12]=[CH:11][C:10]([CH2:13][C:14]3[C:15]([CH3:25])=[CH:16][C:17]([O:24][S:36]([C:39]([F:42])([F:41])[F:40])(=[O:38])=[O:37])=[C:18]([CH:23]=3)[C:19]([O:21][CH3:22])=[O:20])=[CH:9][CH:8]=2)[C:4]([CH3:26])=[N:3]1, predict the reactants needed to synthesize it. The reactants are: [CH3:1][N:2]1[CH:6]=[C:5]([C:7]2[N:12]=[CH:11][C:10]([CH2:13][C:14]3[C:15]([CH3:25])=[CH:16][C:17]([OH:24])=[C:18]([CH:23]=3)[C:19]([O:21][CH3:22])=[O:20])=[CH:9][CH:8]=2)[C:4]([CH3:26])=[N:3]1.[H-].[Na+].C1C=CC(N([S:36]([C:39]([F:42])([F:41])[F:40])(=[O:38])=[O:37])[S:36]([C:39]([F:42])([F:41])[F:40])(=[O:38])=[O:37])=CC=1.Cl.